Task: Regression/Classification. Given a drug SMILES string, predict its toxicity properties. Task type varies by dataset: regression for continuous values (e.g., LD50, hERG inhibition percentage) or binary classification for toxic/non-toxic outcomes (e.g., AMES mutagenicity, cardiotoxicity, hepatotoxicity). Dataset: ld50_zhu.. Dataset: Acute oral toxicity (LD50) regression data from Zhu et al. (1) The rat oral LD50 is 2.03, given as -log10 of the dose in mol/kg body weight (higher means more acutely toxic). The molecule is CN(C)CCN(C)CCN(C)C. (2) The drug is O=CN1CCOCC1. The rat oral LD50 is 1.25, given as -log10 of the dose in mol/kg body weight (higher means more acutely toxic). (3) The compound is CCC(C)(C)c1ccc(OP(=O)(NC)OC)c(Cl)c1. The rat oral LD50 is 2.79, given as -log10 of the dose in mol/kg body weight (higher means more acutely toxic). (4) The molecule is CCO[Si](C)(CCl)OCC. The rat oral LD50 is 2.15, given as -log10 of the dose in mol/kg body weight (higher means more acutely toxic).